Dataset: Retrosynthesis with 50K atom-mapped reactions and 10 reaction types from USPTO. Task: Predict the reactants needed to synthesize the given product. (1) Given the product Cc1ccc(CCO)s1, predict the reactants needed to synthesize it. The reactants are: Cc1ccc(CC(=O)O)s1. (2) Given the product CC[C@@H]1C(=O)N(C)c2cnc(Nc3ccc(C(=O)NCC4CN(C)CCO4)c4c3OCC4)nc2N1C1CCCC1, predict the reactants needed to synthesize it. The reactants are: C=O.CC[C@@H]1C(=O)N(C)c2cnc(Nc3ccc(C(=O)NCC4CNCCO4)c4c3OCC4)nc2N1C1CCCC1. (3) Given the product COC(=O)c1cc(CBr)ccn1, predict the reactants needed to synthesize it. The reactants are: COC(=O)c1cc(C)ccn1.O=C1CCC(=O)N1Br. (4) Given the product Cc1cc(NS(=O)(=O)C2(CCO)CC2)c(N(C(=O)OC(C)(C)C)c2ccc(I)cc2F)n(C)c1=O, predict the reactants needed to synthesize it. The reactants are: Cc1cc(NS(=O)(=O)C2(CC=O)CC2)c(N(C(=O)OC(C)(C)C)c2ccc(I)cc2F)n(C)c1=O.